Dataset: Forward reaction prediction with 1.9M reactions from USPTO patents (1976-2016). Task: Predict the product of the given reaction. (1) Given the reactants [Br:1][C:2]1[CH:7]=[CH:6][CH:5]=[C:4]([CH2:8]Br)[N:3]=1.Cl.[CH3:11][P:12]1(=[O:18])[CH2:17][CH2:16][NH:15][CH2:14][CH2:13]1.CCN(C(C)C)C(C)C, predict the reaction product. The product is: [Br:1][C:2]1[N:3]=[C:4]([CH2:8][N:15]2[CH2:16][CH2:17][P:12](=[O:18])([CH3:11])[CH2:13][CH2:14]2)[CH:5]=[CH:6][CH:7]=1. (2) Given the reactants [Br:1][C:2]1[CH:13]=[CH:12][C:5]2[CH:6]=[C:7]([C:9]([OH:11])=O)[O:8][C:4]=2[CH:3]=1.Cl.Cl.[NH2:16][C@@H:17]1[CH:22]2[CH2:23][CH2:24][N:19]([CH2:20][CH2:21]2)[CH2:18]1.CN(C(ON1N=NC2C=CC=NC1=2)=[N+](C)C)C.F[P-](F)(F)(F)(F)F.C(N(CC)C(C)C)(C)C, predict the reaction product. The product is: [N:19]12[CH2:24][CH2:23][CH:22]([CH2:21][CH2:20]1)[C@@H:17]([NH:16][C:9]([C:7]1[O:8][C:4]3[CH:3]=[C:2]([Br:1])[CH:13]=[CH:12][C:5]=3[CH:6]=1)=[O:11])[CH2:18]2. (3) Given the reactants Cl[C:2]1[N:3]=[C:4]([C:13]2[C:18]([CH2:19][CH3:20])=[CH:17][CH:16]=[CH:15][C:14]=2[CH2:21][CH3:22])[C:5]([CH3:12])=[C:6]2[C:10]([CH3:11])=[CH:9][NH:8][C:7]=12.[OH-].[Na+], predict the reaction product. The product is: [CH2:21]([C:14]1[CH:15]=[CH:16][CH:17]=[C:18]([CH2:19][CH3:20])[C:13]=1[C:4]1[C:5]([CH3:12])=[C:6]2[C:10]([CH3:11])=[CH:9][NH:8][C:7]2=[CH:2][N:3]=1)[CH3:22].